This data is from Peptide-MHC class II binding affinity with 134,281 pairs from IEDB. The task is: Regression. Given a peptide amino acid sequence and an MHC pseudo amino acid sequence, predict their binding affinity value. This is MHC class II binding data. (1) The peptide sequence is FQEFMIVPSGAPSFT. The MHC is HLA-DQA10102-DQB10502 with pseudo-sequence HLA-DQA10102-DQB10502. The binding affinity (normalized) is 0.346. (2) The peptide sequence is WSEIQTLKPNLIGPF. The MHC is DRB1_1201 with pseudo-sequence DRB1_1201. The binding affinity (normalized) is 0.845. (3) The peptide sequence is LITAAAVTLWENGASSVW. The MHC is DRB4_0101 with pseudo-sequence DRB4_0103. The binding affinity (normalized) is 0.112. (4) The peptide sequence is KAFVLDSDNLIPKVV. The MHC is DRB1_0101 with pseudo-sequence DRB1_0101. The binding affinity (normalized) is 0.706. (5) The peptide sequence is INKWQVVAPQLPADL. The MHC is HLA-DQA10501-DQB10301 with pseudo-sequence HLA-DQA10501-DQB10301. The binding affinity (normalized) is 0.327. (6) The peptide sequence is RRIFGVFKNPCTSHG. The MHC is DRB5_0101 with pseudo-sequence DRB5_0101. The binding affinity (normalized) is 0.637. (7) The peptide sequence is SYNKRVFCEAVRRVA. The MHC is DRB1_0701 with pseudo-sequence DRB1_0701. The binding affinity (normalized) is 0.287.